This data is from Peptide-MHC class II binding affinity with 134,281 pairs from IEDB. The task is: Regression. Given a peptide amino acid sequence and an MHC pseudo amino acid sequence, predict their binding affinity value. This is MHC class II binding data. The peptide sequence is GLVTEFPSTAAAYFR. The MHC is DRB3_0202 with pseudo-sequence DRB3_0202. The binding affinity (normalized) is 0.233.